From a dataset of Retrosynthesis with 50K atom-mapped reactions and 10 reaction types from USPTO. Predict the reactants needed to synthesize the given product. (1) Given the product O=C(NCCO)c1nc(CCl)n(-c2ccc(Cl)cc2C(=O)c2ccccc2)n1, predict the reactants needed to synthesize it. The reactants are: NCCO.O=C(O)c1nc(CCl)n(-c2ccc(Cl)cc2C(=O)c2ccccc2)n1. (2) Given the product O=Cc1cc(OC(F)(F)F)ccc1O, predict the reactants needed to synthesize it. The reactants are: COc1ccc(OC(F)(F)F)cc1C=O. (3) Given the product Cc1cc(Sc2cc(C#Cc3ccc(S(C)(=O)=O)cc3)cc(Oc3cccc(C(F)(F)F)c3)c2)ccc1OCC(=O)O, predict the reactants needed to synthesize it. The reactants are: CCOC(=O)COc1ccc(Sc2cc(C#Cc3ccc(S(C)(=O)=O)cc3)cc(Oc3cccc(C(F)(F)F)c3)c2)cc1C. (4) Given the product CCOC(=O)COc1c(C(=O)OC)sc2c(-c3cccc(N)c3)csc12, predict the reactants needed to synthesize it. The reactants are: CCOC(=O)COc1c(C(=O)OC)sc2c(Br)csc12.Nc1cccc(B(O)O)c1. (5) Given the product O=S(=O)(O)c1ccccc1, predict the reactants needed to synthesize it. The reactants are: CCC[C@@H](CO)Nc1nc(N)nc(C)c1Cc1ccc(C(=O)O)cc1OC.CN(C)CCCCO. (6) The reactants are: C1CNCCN1.O=C(O)C1CCCO1. Given the product O=C(C1CCCO1)N1CCNCC1, predict the reactants needed to synthesize it. (7) Given the product Cc1ccnc2nc(OCCCOc3ccccc3Cl)[nH]c(=O)c12, predict the reactants needed to synthesize it. The reactants are: Cc1ccnc2nc(Cl)[nH]c(=O)c12.OCCCOc1ccccc1Cl.